Regression. Given a peptide amino acid sequence and an MHC pseudo amino acid sequence, predict their binding affinity value. This is MHC class I binding data. From a dataset of Peptide-MHC class I binding affinity with 185,985 pairs from IEDB/IMGT. (1) The peptide sequence is RLDKPLWLH. The binding affinity (normalized) is 0.0847. The MHC is HLA-B57:01 with pseudo-sequence HLA-B57:01. (2) The peptide sequence is RSLQTIASK. The MHC is HLA-A31:01 with pseudo-sequence HLA-A31:01. The binding affinity (normalized) is 0.865.